Dataset: Forward reaction prediction with 1.9M reactions from USPTO patents (1976-2016). Task: Predict the product of the given reaction. (1) The product is: [Cl:30][C:31]1[CH:32]=[C:33]([N:16]2[C:17]([CH:19]([OH:21])[CH3:20])=[N:18][C:14]([CH2:13][N:11]3[C:10](=[O:22])[N:9]([CH2:23][C@H:24]([OH:29])[C:25]([F:26])([F:28])[F:27])[C:8]([C:5]4[CH:4]=[CH:3][C:2]([Cl:1])=[CH:7][CH:6]=4)=[N:12]3)=[N:15]2)[CH:34]=[C:35]([F:37])[CH:36]=1. Given the reactants [Cl:1][C:2]1[CH:7]=[CH:6][C:5]([C:8]2[N:9]([CH2:23][C@H:24]([OH:29])[C:25]([F:28])([F:27])[F:26])[C:10](=[O:22])[N:11]([CH2:13][C:14]3[N:18]=[C:17]([CH:19]([OH:21])[CH3:20])[NH:16][N:15]=3)[N:12]=2)=[CH:4][CH:3]=1.[Cl:30][C:31]1[CH:32]=[C:33](B(O)O)[CH:34]=[C:35]([F:37])[CH:36]=1.B(O)O, predict the reaction product. (2) Given the reactants C[O:2][C:3]([C:5]1[CH:14]=[CH:13][C:12]2[C:7](=[CH:8][C:9]([C:15]([C:20]3[CH:25]=[CH:24][C:23]([O:26][CH2:27][C:28](=[O:33])[C:29]([CH3:32])([CH3:31])[CH3:30])=[C:22]([CH3:34])[CH:21]=3)([CH2:18][CH3:19])[CH2:16][CH3:17])=[CH:10][CH:11]=2)[CH:6]=1)=[O:4].[OH-].[Na+], predict the reaction product. The product is: [CH3:32][C:29]([CH3:30])([CH3:31])[C:28](=[O:33])[CH2:27][O:26][C:23]1[CH:24]=[CH:25][C:20]([C:15]([C:9]2[CH:8]=[C:7]3[C:12]([CH:13]=[CH:14][C:5]([C:3]([OH:4])=[O:2])=[CH:6]3)=[CH:11][CH:10]=2)([CH2:18][CH3:19])[CH2:16][CH3:17])=[CH:21][C:22]=1[CH3:34].